This data is from Forward reaction prediction with 1.9M reactions from USPTO patents (1976-2016). The task is: Predict the product of the given reaction. Given the reactants [CH:1]12[CH2:7][CH:4]([CH2:5][CH2:6]1)[CH2:3][CH:2]2[NH:8][C:9]1[S:10][C:11]([CH2:16][CH2:17][OH:18])([CH3:15])[C:12](=[O:14])[N:13]=1.Cl.[C:20](Cl)(=[O:27])[C:21]1[CH:26]=[CH:25][N:24]=[CH:23][CH:22]=1.C(N(CC)C(C)C)(C)C, predict the reaction product. The product is: [C:20]([O:18][CH2:17][CH2:16][C:11]1([CH3:15])[S:10][C:9]([NH:8][CH:2]2[CH2:3][CH:4]3[CH2:7][CH:1]2[CH2:6][CH2:5]3)=[N:13][C:12]1=[O:14])(=[O:27])[C:21]1[CH:26]=[CH:25][N:24]=[CH:23][CH:22]=1.